From a dataset of Reaction yield outcomes from USPTO patents with 853,638 reactions. Predict the reaction yield, written as a fraction of the theoretical maximum amount of product (1.0 means a 100% yield; for example, 0.34 means a 34% yield). The reactants are [NH2:1][CH2:2][C:3]([OH:5])=[O:4].[F:6][C:7]1[CH:15]=[C:14]([C:16]2[N:21]=[C:20]3[N:22]([CH2:25][C:26]4[CH:27]=[C:28]5[C:33](=[CH:34][CH:35]=4)[N:32]=[CH:31][CH:30]=[CH:29]5)[N:23]=[N:24][C:19]3=[CH:18][CH:17]=2)[CH:13]=[CH:12][C:8]=1[C:9]([O-])=[O:10].[CH2:36](N(C(C)C)C(C)C)C.CN(C(ON1N=NC2C=CC=NC1=2)=[N+](C)C)C.F[P-](F)(F)(F)(F)F. The catalyst is CO.S(Cl)(Cl)=O.O. The product is [CH3:36][O:4][C:3](=[O:5])[CH2:2][NH:1][C:9](=[O:10])[C:8]1[CH:12]=[CH:13][C:14]([C:16]2[N:21]=[C:20]3[N:22]([CH2:25][C:26]4[CH:27]=[C:28]5[C:33](=[CH:34][CH:35]=4)[N:32]=[CH:31][CH:30]=[CH:29]5)[N:23]=[N:24][C:19]3=[CH:18][CH:17]=2)=[CH:15][C:7]=1[F:6]. The yield is 0.310.